From a dataset of Full USPTO retrosynthesis dataset with 1.9M reactions from patents (1976-2016). Predict the reactants needed to synthesize the given product. (1) Given the product [Br:33][CH2:34]/[CH:35]=[CH:36]/[CH2:37][C@@H:10]([CH:11]([CH3:13])[CH3:12])[C:9]([C:6]1[CH:7]=[CH:8][C:3]([O:2][CH3:1])=[C:4]([O:15][CH2:16][CH2:17][CH2:18][O:19][CH3:20])[CH:5]=1)=[O:14], predict the reactants needed to synthesize it. The reactants are: [CH3:1][O:2][C:3]1[CH:8]=[CH:7][C:6]([C:9](=[O:14])[CH2:10][CH:11]([CH3:13])[CH3:12])=[CH:5][C:4]=1[O:15][CH2:16][CH2:17][CH2:18][O:19][CH3:20].N[C@@H](CC1C=CC=CC=1)COC.[Br:33][CH2:34]/[CH:35]=[CH:36]/[CH2:37]Br.Cl. (2) Given the product [CH3:35][N:36]([CH3:38])[NH:37][C:8]([C:7]1[CH:6]=[C:5]([CH:13]=[CH:12][CH:11]=1)[C:3]([O:2][CH3:1])=[O:4])=[O:9], predict the reactants needed to synthesize it. The reactants are: [CH3:1][O:2][C:3]([C:5]1[CH:6]=[C:7]([CH:11]=[CH:12][CH:13]=1)[C:8](O)=[O:9])=[O:4].CCN=C=NCCCN(C)C.C1C=CC2N(O)N=NC=2C=1.[CH3:35][N:36]([CH3:38])[NH2:37].CCN(C(C)C)C(C)C. (3) Given the product [Cl:32][C:33]1[CH:34]=[CH:35][C:36]([O:42][CH2:43][C@@H:44]([O:46][CH3:47])[CH3:45])=[C:37]([CH:41]=1)[C:38]([NH:1][CH:2]1[C:8](=[O:9])[NH:7][C:6]2[CH:19]=[CH:20][CH:21]=[CH:22][C:5]=2[C:4]([C:23]2[C:28]([Cl:29])=[CH:27][C:26]([Cl:30])=[CH:25][C:24]=2[Cl:31])=[N:3]1)=[O:39], predict the reactants needed to synthesize it. The reactants are: [NH2:1][CH:2]1[C:8](=[O:9])[N:7](CC2C=CC(OC)=CC=2)[C:6]2[CH:19]=[CH:20][CH:21]=[CH:22][C:5]=2[C:4]([C:23]2[C:28]([Cl:29])=[CH:27][C:26]([Cl:30])=[CH:25][C:24]=2[Cl:31])=[N:3]1.[Cl:32][C:33]1[CH:34]=[CH:35][C:36]([O:42][CH2:43][C@@H:44]([O:46][CH3:47])[CH3:45])=[C:37]([CH:41]=1)[C:38](O)=[O:39].